From a dataset of NCI-60 drug combinations with 297,098 pairs across 59 cell lines. Regression. Given two drug SMILES strings and cell line genomic features, predict the synergy score measuring deviation from expected non-interaction effect. (1) Drug 1: C1=CC(=CC=C1CC(C(=O)O)N)N(CCCl)CCCl.Cl. Drug 2: CC1C(C(CC(O1)OC2CC(CC3=C2C(=C4C(=C3O)C(=O)C5=CC=CC=C5C4=O)O)(C(=O)C)O)N)O. Cell line: OVCAR-8. Synergy scores: CSS=38.4, Synergy_ZIP=-3.03, Synergy_Bliss=-0.519, Synergy_Loewe=-10.1, Synergy_HSA=0.287. (2) Drug 1: CCC1(CC2CC(C3=C(CCN(C2)C1)C4=CC=CC=C4N3)(C5=C(C=C6C(=C5)C78CCN9C7C(C=CC9)(C(C(C8N6C)(C(=O)OC)O)OC(=O)C)CC)OC)C(=O)OC)O.OS(=O)(=O)O. Drug 2: CC1=C(C(=O)C2=C(C1=O)N3CC4C(C3(C2COC(=O)N)OC)N4)N. Cell line: SF-268. Synergy scores: CSS=27.5, Synergy_ZIP=-7.76, Synergy_Bliss=-0.669, Synergy_Loewe=-4.67, Synergy_HSA=-3.40. (3) Drug 1: C1=CC=C(C=C1)NC(=O)CCCCCCC(=O)NO. Drug 2: CC(C)NC(=O)C1=CC=C(C=C1)CNNC.Cl. Cell line: SW-620. Synergy scores: CSS=24.0, Synergy_ZIP=-2.58, Synergy_Bliss=2.29, Synergy_Loewe=1.13, Synergy_HSA=1.15. (4) Drug 1: CC1=C2C(C(=O)C3(C(CC4C(C3C(C(C2(C)C)(CC1OC(=O)C(C(C5=CC=CC=C5)NC(=O)C6=CC=CC=C6)O)O)OC(=O)C7=CC=CC=C7)(CO4)OC(=O)C)O)C)OC(=O)C. Drug 2: COC1=C2C(=CC3=C1OC=C3)C=CC(=O)O2. Cell line: MALME-3M. Synergy scores: CSS=21.8, Synergy_ZIP=-5.64, Synergy_Bliss=-6.19, Synergy_Loewe=-27.9, Synergy_HSA=-6.57. (5) Drug 1: CC1=CC=C(C=C1)C2=CC(=NN2C3=CC=C(C=C3)S(=O)(=O)N)C(F)(F)F. Drug 2: CC1CCC2CC(C(=CC=CC=CC(CC(C(=O)C(C(C(=CC(C(=O)CC(OC(=O)C3CCCCN3C(=O)C(=O)C1(O2)O)C(C)CC4CCC(C(C4)OC)O)C)C)O)OC)C)C)C)OC. Cell line: OVCAR3. Synergy scores: CSS=6.38, Synergy_ZIP=2.00, Synergy_Bliss=10.6, Synergy_Loewe=2.67, Synergy_HSA=3.65. (6) Drug 1: C1=NC2=C(N1)C(=S)N=C(N2)N. Drug 2: CC1=C2C(C(=O)C3(C(CC4C(C3C(C(C2(C)C)(CC1OC(=O)C(C(C5=CC=CC=C5)NC(=O)OC(C)(C)C)O)O)OC(=O)C6=CC=CC=C6)(CO4)OC(=O)C)O)C)O. Cell line: COLO 205. Synergy scores: CSS=21.5, Synergy_ZIP=-13.0, Synergy_Bliss=-15.1, Synergy_Loewe=-23.8, Synergy_HSA=-12.7. (7) Drug 1: C1CCC(CC1)NC(=O)N(CCCl)N=O. Drug 2: CCN(CC)CCCC(C)NC1=C2C=C(C=CC2=NC3=C1C=CC(=C3)Cl)OC. Cell line: OVCAR-5. Synergy scores: CSS=48.6, Synergy_ZIP=4.32, Synergy_Bliss=5.56, Synergy_Loewe=-7.37, Synergy_HSA=5.06.